This data is from Catalyst prediction with 721,799 reactions and 888 catalyst types from USPTO. The task is: Predict which catalyst facilitates the given reaction. (1) Reactant: CN(C=O)C.[Br:6][CH2:7][C@@H:8]1[O:10][C@:9]1([CH2:12][CH2:13][CH2:14][C:15]([CH3:18])([OH:17])[CH3:16])[CH3:11].N1C=CN=C1.Cl[Si:25]([CH2:30][CH3:31])([CH2:28][CH3:29])[CH2:26][CH3:27]. Product: [Br:6][CH2:7][C@@H:8]1[O:10][C@:9]1([CH2:12][CH2:13][CH2:14][C:15]([O:17][Si:25]([CH2:30][CH3:31])([CH2:28][CH3:29])[CH2:26][CH3:27])([CH3:18])[CH3:16])[CH3:11]. The catalyst class is: 521. (2) Reactant: Cl[C:2]1[C:11]2[C:6](=[CH:7][C:8]([O:18][C@H:19]3[CH2:23][CH2:22][O:21][CH2:20]3)=[C:9]([O:12][C@H:13]3[CH2:17][CH2:16][O:15][CH2:14]3)[CH:10]=2)[N:5]=[CH:4][N:3]=1.[Cl:24][C:25]1[CH:26]=[C:27]([CH:29]=[CH:30][C:31]=1[F:32])[NH2:28]. Product: [Cl:24][C:25]1[CH:26]=[C:27]([NH:28][C:2]2[C:11]3[C:6](=[CH:7][C:8]([O:18][C@H:19]4[CH2:23][CH2:22][O:21][CH2:20]4)=[C:9]([O:12][C@H:13]4[CH2:17][CH2:16][O:15][CH2:14]4)[CH:10]=3)[N:5]=[CH:4][N:3]=2)[CH:29]=[CH:30][C:31]=1[F:32]. The catalyst class is: 32. (3) The catalyst class is: 7. Product: [C:3]([O:6][C:7]1[C:8]([C:20]([CH3:23])([CH3:22])[CH3:21])=[CH:9][C:10]([OH:19])=[C:11]([CH:12]([OH:13])[CH:29]([CH2:30][CH2:31][CH2:32][CH2:33][CH3:34])[CH2:28][CH2:27][CH2:26][CH2:25][CH3:24])[C:14]=1[C:15]([CH3:16])([CH3:18])[CH3:17])(=[O:5])[CH3:4]. Reactant: [H-].[Na+].[C:3]([O:6][C:7]1[C:8]([C:20]([CH3:23])([CH3:22])[CH3:21])=[CH:9][C:10]([OH:19])=[C:11]([C:14]=1[C:15]([CH3:18])([CH3:17])[CH3:16])[CH:12]=[O:13])(=[O:5])[CH3:4].[CH3:24][CH2:25][CH2:26][CH2:27][CH2:28][CH:29]([Mg]Cl)[CH2:30][CH2:31][CH2:32][CH2:33][CH3:34].[Cl-].[NH4+]. (4) Reactant: C(NC(C)C)(C)C.[Li]CCCC.[CH:13]1[CH:14]=[C:15]([N:21]2[CH2:26][CH2:25][N:24]([CH2:27][CH2:28][CH2:29][CH2:30][O:31][C:32]3[CH:33]=[CH:34][C:35]4[CH2:42][CH2:41][C:39](=[O:40])[NH:38][C:36]=4[CH:37]=3)[CH2:23][CH2:22]2)[C:16]([Cl:20])=[C:17]([Cl:19])[CH:18]=1.[CH:43]([O:46][C:47](Cl)=[O:48])([CH3:45])[CH3:44]. Product: [Cl:20][C:16]1[C:17]([Cl:19])=[CH:18][CH:13]=[CH:14][C:15]=1[N:21]1[CH2:26][CH2:25][N:24]([CH2:27][CH2:28][CH2:29][CH2:30][O:31][C:32]2[CH:37]=[C:36]3[C:35]([CH2:42][CH2:41][C:39](=[O:40])[N:38]3[C:47]([O:46][CH:43]([CH3:45])[CH3:44])=[O:48])=[CH:34][CH:33]=2)[CH2:23][CH2:22]1. The catalyst class is: 504.